Dataset: Reaction yield outcomes from USPTO patents with 853,638 reactions. Task: Predict the reaction yield, written as a fraction of the theoretical maximum amount of product (1.0 means a 100% yield; for example, 0.34 means a 34% yield). (1) The reactants are [CH2:1]([N:4]1[CH2:13][CH2:12][C:11]2[C:6](=[CH:7][CH:8]=[CH:9][CH:10]=2)[CH2:5]1)[C:2]#[CH:3].Br[C:15]1[CH:20]=[CH:19][CH:18]=[C:17]([N+:21]([O-:23])=[O:22])[CH:16]=1. The catalyst is C(N(CC)CC)C.[Cu]I.C1C=CC([P]([Pd]([P](C2C=CC=CC=2)(C2C=CC=CC=2)C2C=CC=CC=2)([P](C2C=CC=CC=2)(C2C=CC=CC=2)C2C=CC=CC=2)[P](C2C=CC=CC=2)(C2C=CC=CC=2)C2C=CC=CC=2)(C2C=CC=CC=2)C2C=CC=CC=2)=CC=1. The product is [N+:21]([C:17]1[CH:16]=[C:15]([C:3]#[C:2][CH2:1][N:4]2[CH2:13][CH2:12][C:11]3[C:6](=[CH:7][CH:8]=[CH:9][CH:10]=3)[CH2:5]2)[CH:20]=[CH:19][CH:18]=1)([O-:23])=[O:22]. The yield is 0.660. (2) The reactants are [F:1][C:2]1[CH:7]=[C:6]([F:8])[CH:5]=[CH:4][C:3]=1[C:9]1[CH:14]=[C:13]([C:15]2[CH:20]=[CH:19][CH:18]=[C:17]([O:21]C)[N:16]=2)[CH:12]=[C:11]([NH:23][C:24]([C:26]2[NH:27][C:28]3[C:33]([CH:34]=2)=[CH:32][CH:31]=[C:30]([NH:35][S:36]([CH3:39])(=[O:38])=[O:37])[CH:29]=3)=[O:25])[CH:10]=1.B(Br)(Br)Br.CO. The catalyst is C(Cl)Cl. The product is [F:1][C:2]1[CH:7]=[C:6]([F:8])[CH:5]=[CH:4][C:3]=1[C:9]1[CH:14]=[C:13]([C:15]2[CH:20]=[CH:19][CH:18]=[C:17]([OH:21])[N:16]=2)[CH:12]=[C:11]([NH:23][C:24]([C:26]2[NH:27][C:28]3[C:33]([CH:34]=2)=[CH:32][CH:31]=[C:30]([NH:35][S:36]([CH3:39])(=[O:38])=[O:37])[CH:29]=3)=[O:25])[CH:10]=1. The yield is 0.240.